From a dataset of Full USPTO retrosynthesis dataset with 1.9M reactions from patents (1976-2016). Predict the reactants needed to synthesize the given product. The reactants are: [CH3:1][S:2]([OH:5])(=[O:4])=[O:3].[CH2:6]([N:8]1[C:14](=[O:15])[C:13]([CH3:17])([CH3:16])[C:12](=[O:18])[N:11]([CH3:19])[C:10]2[CH:20]=[C:21]([O:24][CH2:25][CH2:26][CH2:27][N:28]3[C:37]4[C:32](=[CH:33][CH:34]=[CH:35][CH:36]=4)[C:31](=[O:38])[C:30]([C:39]4[CH:40]=[N:41][C:42]([O:45][CH3:46])=[CH:43][CH:44]=4)=[CH:29]3)[CH:22]=[CH:23][C:9]1=2)[CH3:7]. Given the product [S:2]([OH:5])(=[O:4])(=[O:3])[CH3:1].[CH2:6]([N:8]1[C:14](=[O:15])[C:13]([CH3:17])([CH3:16])[C:12](=[O:18])[N:11]([CH3:19])[C:10]2[CH:20]=[C:21]([O:24][CH2:25][CH2:26][CH2:27][N:28]3[C:37]4[C:32](=[CH:33][CH:34]=[CH:35][CH:36]=4)[C:31](=[O:38])[C:30]([C:39]4[CH:40]=[N:41][C:42]([O:45][CH3:46])=[CH:43][CH:44]=4)=[CH:29]3)[CH:22]=[CH:23][C:9]1=2)[CH3:7], predict the reactants needed to synthesize it.